Dataset: Catalyst prediction with 721,799 reactions and 888 catalyst types from USPTO. Task: Predict which catalyst facilitates the given reaction. Reactant: [Cl:1][C:2]1[C:3]([C:27]2[C:35]3[C:30](=[CH:31][CH:32]=[CH:33][CH:34]=3)[N:29]([S:36]([C:39]3[CH:44]=[CH:43][CH:42]=[CH:41][CH:40]=3)(=[O:38])=[O:37])[CH:28]=2)=[N:4][C:5]([NH:8][CH:9]2[CH2:14][CH2:13][N:12]([C:15]([C:17]3[CH:22]=[CH:21][C:20]([N+:23]([O-])=O)=[C:19]([CH3:26])[CH:18]=3)=[O:16])[CH2:11][CH2:10]2)=[N:6][CH:7]=1.O.O.[Sn](Cl)Cl.C([O-])(O)=O.[Na+]. Product: [NH2:23][C:20]1[CH:21]=[CH:22][C:17]([C:15]([N:12]2[CH2:11][CH2:10][CH:9]([NH:8][C:5]3[N:4]=[C:3]([C:27]4[C:35]5[C:30](=[CH:31][CH:32]=[CH:33][CH:34]=5)[N:29]([S:36]([C:39]5[CH:40]=[CH:41][CH:42]=[CH:43][CH:44]=5)(=[O:37])=[O:38])[CH:28]=4)[C:2]([Cl:1])=[CH:7][N:6]=3)[CH2:14][CH2:13]2)=[O:16])=[CH:18][C:19]=1[CH3:26]. The catalyst class is: 513.